This data is from Forward reaction prediction with 1.9M reactions from USPTO patents (1976-2016). The task is: Predict the product of the given reaction. (1) Given the reactants [F:1][C:2]1[CH:7]=[CH:6][CH:5]=[CH:4][C:3]=1[C:8]1[NH:12][CH:11]=[C:10]([CH:13]=[O:14])[CH:9]=1.[Cl:15][C:16]1[N:21]=[CH:20][C:19]([S:22](Cl)(=[O:24])=[O:23])=[CH:18][CH:17]=1, predict the reaction product. The product is: [Cl:15][C:16]1[N:21]=[CH:20][C:19]([S:22]([N:12]2[C:8]([C:3]3[CH:4]=[CH:5][CH:6]=[CH:7][C:2]=3[F:1])=[CH:9][C:10]([CH:13]=[O:14])=[CH:11]2)(=[O:24])=[O:23])=[CH:18][CH:17]=1. (2) Given the reactants [CH2:1]([O:8][C:9]1[CH:14]=[CH:13][C:12]([C:15]2[S:16][C:17]3[CH2:22][CH2:21][NH:20][CH2:19][C:18]=3[N:23]=2)=[CH:11][CH:10]=1)[C:2]1[CH:7]=[CH:6][CH:5]=[CH:4][CH:3]=1.[C:24](OC(=O)C)(=[O:26])[CH3:25].O, predict the reaction product. The product is: [C:24]([N:20]1[CH2:21][CH2:22][C:17]2[S:16][C:15]([C:12]3[CH:11]=[CH:10][C:9]([O:8][CH2:1][C:2]4[CH:3]=[CH:4][CH:5]=[CH:6][CH:7]=4)=[CH:14][CH:13]=3)=[N:23][C:18]=2[CH2:19]1)(=[O:26])[CH3:25]. (3) Given the reactants [CH:1]1([O:4][C:5]2[CH:15]=[C:14]([S:16][CH3:17])[C:8]([C:9]([O:11]CC)=[O:10])=[C:7]([S:18][CH3:19])[CH:6]=2)[CH2:3][CH2:2]1.[Li+].[OH-], predict the reaction product. The product is: [CH:1]1([O:4][C:5]2[CH:6]=[C:7]([S:18][CH3:19])[C:8]([C:9]([OH:11])=[O:10])=[C:14]([S:16][CH3:17])[CH:15]=2)[CH2:2][CH2:3]1. (4) Given the reactants [C:1]1([C:7]2[NH:11][CH:10]=[C:9]([CH:12]=O)[CH:8]=2)[CH:6]=[CH:5][CH:4]=[CH:3][CH:2]=1.[CH3:14][NH2:15].[BH4-].[Na+].[OH2:18].[CH3:19][OH:20], predict the reaction product. The product is: [CH3:14][N:15]([CH2:12][C:9]1[CH:8]=[C:7]([C:1]2[CH:2]=[CH:3][CH:4]=[CH:5][CH:6]=2)[NH:11][CH:10]=1)[C:19](=[O:20])[O:18][C:1]([CH3:7])([CH3:6])[CH3:2]. (5) The product is: [S:1]1[CH:5]=[CH:4][C:3]2[C:6]3[NH:38][N:39]=[C:11]([NH:10][C:13]4[CH:18]=[CH:17][C:16]([S:19]([N:22]5[CH2:27][CH2:26][CH2:25][CH2:24][CH2:23]5)(=[O:21])=[O:20])=[CH:15][CH:14]=4)[C:7]=3[CH2:8][C:2]1=2. Given the reactants [S:1]1[CH:5]=[CH:4][C:3]2[C:6](=O)[CH2:7][CH2:8][C:2]1=2.[N:10]([C:13]1[CH:18]=[CH:17][C:16]([S:19]([N:22]2[CH2:27][CH2:26][CH2:25][CH2:24][CH2:23]2)(=[O:21])=[O:20])=[CH:15][CH:14]=1)=[C:11]=S.C[Si](C)(C)[Si](C)(C)C.[Li].O.[NH2:38][NH2:39], predict the reaction product.